From a dataset of Peptide-MHC class I binding affinity with 185,985 pairs from IEDB/IMGT. Regression. Given a peptide amino acid sequence and an MHC pseudo amino acid sequence, predict their binding affinity value. This is MHC class I binding data. (1) The peptide sequence is STLLTWHMH. The MHC is HLA-A11:01 with pseudo-sequence HLA-A11:01. The binding affinity (normalized) is 0.487. (2) The peptide sequence is EVFEIIRSY. The MHC is HLA-A23:01 with pseudo-sequence HLA-A23:01. The binding affinity (normalized) is 0.0847. (3) The peptide sequence is SSLPSYAAY. The MHC is Patr-B0101 with pseudo-sequence Patr-B0101. The binding affinity (normalized) is 0.199. (4) The MHC is HLA-A33:01 with pseudo-sequence HLA-A33:01. The peptide sequence is KSAQCFKMFY. The binding affinity (normalized) is 0.388. (5) The peptide sequence is AELIDSFTW. The MHC is HLA-A02:03 with pseudo-sequence HLA-A02:03. The binding affinity (normalized) is 0.0847. (6) The binding affinity (normalized) is 0.130. The peptide sequence is EVVANVIGL. The MHC is HLA-A02:01 with pseudo-sequence HLA-A02:01.